Dataset: NCI-60 drug combinations with 297,098 pairs across 59 cell lines. Task: Regression. Given two drug SMILES strings and cell line genomic features, predict the synergy score measuring deviation from expected non-interaction effect. (1) Drug 1: CCC(=C(C1=CC=CC=C1)C2=CC=C(C=C2)OCCN(C)C)C3=CC=CC=C3.C(C(=O)O)C(CC(=O)O)(C(=O)O)O. Drug 2: C#CCC(CC1=CN=C2C(=N1)C(=NC(=N2)N)N)C3=CC=C(C=C3)C(=O)NC(CCC(=O)O)C(=O)O. Cell line: SNB-19. Synergy scores: CSS=34.2, Synergy_ZIP=0.895, Synergy_Bliss=-1.45, Synergy_Loewe=-31.1, Synergy_HSA=-0.993. (2) Drug 1: C1CC(=O)NC(=O)C1N2C(=O)C3=CC=CC=C3C2=O. Drug 2: C1CNP(=O)(OC1)N(CCCl)CCCl. Cell line: LOX IMVI. Synergy scores: CSS=4.50, Synergy_ZIP=-4.24, Synergy_Bliss=-9.23, Synergy_Loewe=-6.13, Synergy_HSA=-6.12. (3) Drug 1: CN(C)N=NC1=C(NC=N1)C(=O)N. Drug 2: CCC(=C(C1=CC=CC=C1)C2=CC=C(C=C2)OCCN(C)C)C3=CC=CC=C3.C(C(=O)O)C(CC(=O)O)(C(=O)O)O. Cell line: HS 578T. Synergy scores: CSS=-6.47, Synergy_ZIP=6.15, Synergy_Bliss=-2.13, Synergy_Loewe=-5.63, Synergy_HSA=-5.00. (4) Drug 1: C1=NC2=C(N=C(N=C2N1C3C(C(C(O3)CO)O)O)F)N. Drug 2: CC1C(C(CC(O1)OC2CC(OC(C2O)C)OC3=CC4=CC5=C(C(=O)C(C(C5)C(C(=O)C(C(C)O)O)OC)OC6CC(C(C(O6)C)O)OC7CC(C(C(O7)C)O)OC8CC(C(C(O8)C)O)(C)O)C(=C4C(=C3C)O)O)O)O. Cell line: DU-145. Synergy scores: CSS=14.1, Synergy_ZIP=-3.36, Synergy_Bliss=-3.39, Synergy_Loewe=-4.86, Synergy_HSA=-4.80. (5) Drug 1: CC(C)NC(=O)C1=CC=C(C=C1)CNNC.Cl. Drug 2: N.N.Cl[Pt+2]Cl. Cell line: CAKI-1. Synergy scores: CSS=24.8, Synergy_ZIP=-7.97, Synergy_Bliss=0.247, Synergy_Loewe=-7.65, Synergy_HSA=-0.709. (6) Drug 1: CC1=C(C=C(C=C1)NC2=NC=CC(=N2)N(C)C3=CC4=NN(C(=C4C=C3)C)C)S(=O)(=O)N.Cl. Drug 2: CC1OCC2C(O1)C(C(C(O2)OC3C4COC(=O)C4C(C5=CC6=C(C=C35)OCO6)C7=CC(=C(C(=C7)OC)O)OC)O)O. Cell line: ACHN. Synergy scores: CSS=59.5, Synergy_ZIP=1.51, Synergy_Bliss=3.97, Synergy_Loewe=1.94, Synergy_HSA=6.87. (7) Drug 1: CCC1(CC2CC(C3=C(CCN(C2)C1)C4=CC=CC=C4N3)(C5=C(C=C6C(=C5)C78CCN9C7C(C=CC9)(C(C(C8N6C)(C(=O)OC)O)OC(=O)C)CC)OC)C(=O)OC)O.OS(=O)(=O)O. Drug 2: CC1=C2C(C(=O)C3(C(CC4C(C3C(C(C2(C)C)(CC1OC(=O)C(C(C5=CC=CC=C5)NC(=O)OC(C)(C)C)O)O)OC(=O)C6=CC=CC=C6)(CO4)OC(=O)C)O)C)O. Cell line: CAKI-1. Synergy scores: CSS=3.87, Synergy_ZIP=0.871, Synergy_Bliss=3.50, Synergy_Loewe=1.29, Synergy_HSA=1.35.